From a dataset of Full USPTO retrosynthesis dataset with 1.9M reactions from patents (1976-2016). Predict the reactants needed to synthesize the given product. (1) The reactants are: [CH3:1][O:2][C:3]([C:5]1[S:9][C:8]([NH:10]C(OC(C)(C)C)=O)=[N:7][C:6]=1[C:18]1[CH:23]=[CH:22][C:21]([C:24](=[O:29])[NH:25][CH:26]2[CH2:28][CH2:27]2)=[CH:20][CH:19]=1)=[O:4].C(O)(C(F)(F)F)=O. Given the product [CH3:1][O:2][C:3]([C:5]1[S:9][C:8]([NH2:10])=[N:7][C:6]=1[C:18]1[CH:19]=[CH:20][C:21]([C:24](=[O:29])[NH:25][CH:26]2[CH2:28][CH2:27]2)=[CH:22][CH:23]=1)=[O:4], predict the reactants needed to synthesize it. (2) Given the product [CH2:8]([C:5]1[CH:6]=[CH:7][C:2]([OH:1])=[C:3]([C:17]2[CH:18]=[C:19]([CH2:20][CH2:21][CH2:22][CH2:23][CH2:24][CH2:25][CH2:26][CH2:27][CH3:28])[NH:33][N:32]=2)[CH:4]=1)[CH2:9][CH2:10][CH2:11][CH2:12][CH2:13][CH2:14][CH2:15][CH3:16], predict the reactants needed to synthesize it. The reactants are: [OH:1][C:2]1[CH:7]=[CH:6][C:5]([CH2:8][CH2:9][CH2:10][CH2:11][CH2:12][CH2:13][CH2:14][CH2:15][CH3:16])=[CH:4][C:3]=1[C:17](=O)[CH2:18][C:19](=O)[CH2:20][CH2:21][CH2:22][CH2:23][CH2:24][CH2:25][CH2:26][CH2:27][CH3:28].O.[NH2:32][NH2:33]. (3) Given the product [F:20][C:21]([F:29])([F:30])[C:22]1[CH:23]=[C:24]([NH:25][C:17]([C:15]2[N:16]=[C:12]([CH2:11][N:9]3[CH:10]=[C:6]([C:4]([O:3][CH2:1][CH3:2])=[O:5])[CH:7]=[N:8]3)[S:13][CH:14]=2)=[O:19])[CH:26]=[CH:27][CH:28]=1, predict the reactants needed to synthesize it. The reactants are: [CH2:1]([O:3][C:4]([C:6]1[CH:7]=[N:8][N:9]([CH2:11][C:12]2[S:13][CH:14]=[C:15]([C:17]([OH:19])=O)[N:16]=2)[CH:10]=1)=[O:5])[CH3:2].[F:20][C:21]([F:30])([F:29])[C:22]1[CH:23]=[C:24]([CH:26]=[CH:27][CH:28]=1)[NH2:25]. (4) Given the product [CH2:1]([S:3][C:4]1[CH:9]=[CH:8][C:7]([O:10][CH3:11])=[CH:6][C:5]=1[NH:12][N:13]1[C:17](=[O:18])[C:16]2[C:15](=[CH:23][CH:22]=[C:21]([O:24][C:25]([F:28])([F:27])[F:26])[CH:20]=2)[N:14]=[CH:30]1)[CH3:2], predict the reactants needed to synthesize it. The reactants are: [CH2:1]([S:3][C:4]1[CH:9]=[CH:8][C:7]([O:10][CH3:11])=[CH:6][C:5]=1[NH:12][NH2:13])[CH3:2].[NH2:14][C:15]1[CH:23]=[CH:22][C:21]([O:24][C:25]([F:28])([F:27])[F:26])=[CH:20][C:16]=1[C:17](O)=[O:18].N[C:30]1C=CC(OC(F)(F)F)=CC=1C(NNC1C=C(C#N)C=CC=1SCC)=O. (5) Given the product [Br:1][C:2]1[CH:7]=[C:6]([N+:8]([O-:10])=[O:9])[CH:5]=[C:4]([O:11][CH:15]([F:20])[F:19])[CH:3]=1, predict the reactants needed to synthesize it. The reactants are: [Br:1][C:2]1[CH:3]=[C:4]([OH:11])[CH:5]=[C:6]([N+:8]([O-:10])=[O:9])[CH:7]=1.[OH-].[Na+].Cl[C:15]([F:20])([F:19])C([O-])=O.[Na+]. (6) Given the product [CH3:35][Si:34]([CH3:37])([CH3:36])[C:32]#[C:33][C:2]1[N:10]=[C:9]2[C:5]([N:6]=[CH:7][N:8]2[CH2:11][C:12]2[CH:17]=[CH:16][C:15]([O:18][CH3:19])=[CH:14][CH:13]=2)=[C:4]([C:20]2[O:21][CH:22]=[CH:23][CH:24]=2)[N:3]=1, predict the reactants needed to synthesize it. The reactants are: Cl[C:2]1[N:10]=[C:9]2[C:5]([N:6]=[CH:7][N:8]2[CH2:11][C:12]2[CH:17]=[CH:16][C:15]([O:18][CH3:19])=[CH:14][CH:13]=2)=[C:4]([C:20]2[O:21][CH:22]=[CH:23][CH:24]=2)[N:3]=1.C(N(CC)CC)C.[C:32]([Si:34]([CH3:37])([CH3:36])[CH3:35])#[CH:33]. (7) Given the product [CH2:1]([C:3]([C:13]1[C:21]2[C:16](=[C:17]([NH:22][S:25]([CH3:24])(=[O:27])=[O:26])[CH:18]=[CH:19][CH:20]=2)[NH:15][C:14]=1[CH3:23])([C:6]1[CH:7]=[CH:8][C:9]([F:12])=[CH:10][CH:11]=1)[CH2:4][CH3:5])[CH3:2], predict the reactants needed to synthesize it. The reactants are: [CH2:1]([C:3]([C:13]1[C:21]2[C:16](=[C:17]([NH2:22])[CH:18]=[CH:19][CH:20]=2)[NH:15][C:14]=1[CH3:23])([C:6]1[CH:11]=[CH:10][C:9]([F:12])=[CH:8][CH:7]=1)[CH2:4][CH3:5])[CH3:2].[CH3:24][S:25](Cl)(=[O:27])=[O:26].N1C=CC=CC=1.C(=O)(O)[O-].[Na+]. (8) Given the product [C:1]([O:5][C:6]([N:8]1[CH2:13][CH2:12][CH:11]([NH:14][C:15]2[O:16][C:17]3[CH:23]=[CH:22][C:21]([O:24][CH2:32][C:33]#[N:34])=[CH:20][C:18]=3[N:19]=2)[CH2:10][CH2:9]1)=[O:7])([CH3:4])([CH3:2])[CH3:3], predict the reactants needed to synthesize it. The reactants are: [C:1]([O:5][C:6]([N:8]1[CH2:13][CH2:12][CH:11]([NH:14][C:15]2[O:16][C:17]3[CH:23]=[CH:22][C:21]([OH:24])=[CH:20][C:18]=3[N:19]=2)[CH2:10][CH2:9]1)=[O:7])([CH3:4])([CH3:3])[CH3:2].C(=O)([O-])[O-].[K+].[K+].Br[CH2:32][C:33]#[N:34]. (9) Given the product [CH3:20][O:21][C:22]1[CH:30]=[CH:29][C:28]([O:31][CH3:32])=[C:27]2[C:23]=1[CH:24]=[C:25]([B:11]1[O:15][C:14]([CH3:17])([CH3:16])[C:13]([CH3:19])([CH3:18])[O:12]1)[NH:26]2, predict the reactants needed to synthesize it. The reactants are: ClC1C=CC=C2C=1NC([B:11]1[O:15][C:14]([CH3:17])([CH3:16])[C:13]([CH3:19])([CH3:18])[O:12]1)=C2.[CH3:20][O:21][C:22]1[CH:30]=[CH:29][C:28]([O:31][CH3:32])=[C:27]2[C:23]=1[CH:24]=[CH:25][NH:26]2.